The task is: Regression. Given a peptide amino acid sequence and an MHC pseudo amino acid sequence, predict their binding affinity value. This is MHC class I binding data.. This data is from Peptide-MHC class I binding affinity with 185,985 pairs from IEDB/IMGT. (1) The peptide sequence is YTGGYDVSL. The MHC is HLA-A02:02 with pseudo-sequence HLA-A02:02. The binding affinity (normalized) is 0.298. (2) The peptide sequence is VIYQYMDDL. The MHC is HLA-B40:02 with pseudo-sequence HLA-B40:02. The binding affinity (normalized) is 0. (3) The peptide sequence is WEPSRGWNDW. The MHC is HLA-B44:02 with pseudo-sequence HLA-B44:02. The binding affinity (normalized) is 0.613. (4) The peptide sequence is ATRAVMMGL. The MHC is HLA-B58:01 with pseudo-sequence HLA-B58:01. The binding affinity (normalized) is 0.0847. (5) The peptide sequence is HLAAQGMAY. The MHC is HLA-A02:06 with pseudo-sequence HLA-A02:06. The binding affinity (normalized) is 0. (6) The peptide sequence is HTAWDSHWV. The MHC is HLA-A02:01 with pseudo-sequence HLA-A02:01. The binding affinity (normalized) is 0.266.